Dataset: CYP2C19 inhibition data for predicting drug metabolism from PubChem BioAssay. Task: Regression/Classification. Given a drug SMILES string, predict its absorption, distribution, metabolism, or excretion properties. Task type varies by dataset: regression for continuous measurements (e.g., permeability, clearance, half-life) or binary classification for categorical outcomes (e.g., BBB penetration, CYP inhibition). Dataset: cyp2c19_veith. The result is 0 (non-inhibitor). The drug is NC(=NCCC[C@H](N)C(=O)O)N[N+](=O)[O-].